This data is from Full USPTO retrosynthesis dataset with 1.9M reactions from patents (1976-2016). The task is: Predict the reactants needed to synthesize the given product. Given the product [NH4+:9].[OH-:11].[F:33][C:2]([F:1])([F:32])[C:3]1[CH:4]=[C:5]([NH:9][C:10]([N:12]2[C:20]3[C:15](=[CH:16][C:17]([O:21][C:22]4[CH:27]=[CH:26][N:25]=[C:24]([CH2:28][NH2:29])[CH:23]=4)=[CH:18][CH:19]=3)[CH:14]=[CH:13]2)=[O:11])[CH:6]=[CH:7][CH:8]=1, predict the reactants needed to synthesize it. The reactants are: [F:1][C:2]([F:33])([F:32])[C:3]1[CH:4]=[C:5]([NH:9][C:10]([N:12]2[C:20]3[C:15](=[CH:16][C:17]([O:21][C:22]4[CH:27]=[CH:26][N:25]=[C:24]([CH2:28][N:29]=[N+]=[N-])[CH:23]=4)=[CH:18][CH:19]=3)[CH:14]=[CH:13]2)=[O:11])[CH:6]=[CH:7][CH:8]=1.[H-].[Al+3].[Li+].[H-].[H-].[H-].